Dataset: Catalyst prediction with 721,799 reactions and 888 catalyst types from USPTO. Task: Predict which catalyst facilitates the given reaction. Reactant: [CH2:1]([C:4]1[C:8]2[CH:9]=[C:10]([C:13]([O:15]C)=[O:14])[CH:11]=[CH:12][C:7]=2[O:6][N:5]=1)[CH2:2][CH3:3].O1CCCC1.O.[OH-].[Li+]. Product: [CH2:1]([C:4]1[C:8]2[CH:9]=[C:10]([C:13]([OH:15])=[O:14])[CH:11]=[CH:12][C:7]=2[O:6][N:5]=1)[CH2:2][CH3:3]. The catalyst class is: 5.